Dataset: Forward reaction prediction with 1.9M reactions from USPTO patents (1976-2016). Task: Predict the product of the given reaction. (1) Given the reactants [CH2:1]([N:8]1[C:12](=[O:13])[NH:11][N:10]=[C:9]1[CH2:14][O:15]C(C1C=CC=CC=1)(C1C=CC=CC=1)C1C=CC=CC=1)[CH2:2][CH2:3][CH2:4][CH2:5][CH2:6][CH3:7].[C:35]([C:39]1[CH:46]=[CH:45][C:42]([CH2:43]Br)=[CH:41][CH:40]=1)([CH3:38])([CH3:37])[CH3:36].C(=O)([O-])[O-].[K+].[K+], predict the reaction product. The product is: [C:35]([C:39]1[CH:40]=[CH:41][C:42]([CH2:43][N:11]2[C:12](=[O:13])[N:8]([CH2:1][CH2:2][CH2:3][CH2:4][CH2:5][CH2:6][CH3:7])[C:9]([CH2:14][OH:15])=[N:10]2)=[CH:45][CH:46]=1)([CH3:38])([CH3:36])[CH3:37]. (2) Given the reactants F[C:2]1[CH:9]=[C:8]([C:10]2([O:28][C@H:27]([CH2:29][O:30]C(=O)C)[C@@H:22]([O:23]C(=O)C)[C@H:17]([O:18]C(=O)C)[C@H:12]2[O:13]C(=O)C)[OH:11])[CH:7]=[CH:6][C:3]=1[C:4]#[N:5].[CH:34]1([C:37]2[CH:42]=[CH:41][C:40]([CH2:43]C(OCC)=O)=[CH:39][CH:38]=2)[CH2:36][CH2:35]1, predict the reaction product. The product is: [CH:34]1([C:37]2[CH:42]=[CH:41][C:40]([CH2:43][C:2]3[CH:9]=[C:8]([C@:10]4([O:28][C@H:27]([CH2:29][OH:30])[C@@H:22]([OH:23])[C@H:17]([OH:18])[C@H:12]4[OH:13])[OH:11])[CH:7]=[CH:6][C:3]=3[C:4]#[N:5])=[CH:39][CH:38]=2)[CH2:36][CH2:35]1. (3) Given the reactants [OH:1][C:2]1[C:6]([C:7]([O:9][CH2:10][CH3:11])=[O:8])=[CH:5][N:4]([C:12]2[CH:17]=[CH:16][CH:15]=[CH:14][CH:13]=2)[N:3]=1.[CH2:18](Br)[C:19]1[CH:24]=[CH:23][CH:22]=[CH:21][CH:20]=1.C(=O)([O-])[O-].[K+].[K+].CN(C)C=O, predict the reaction product. The product is: [CH2:18]([O:1][C:2]1[C:6]([C:7]([O:9][CH2:10][CH3:11])=[O:8])=[CH:5][N:4]([C:12]2[CH:17]=[CH:16][CH:15]=[CH:14][CH:13]=2)[N:3]=1)[C:19]1[CH:24]=[CH:23][CH:22]=[CH:21][CH:20]=1. (4) Given the reactants [SH:1][C:2]1[CH:7]=[CH:6][C:5]([B:8]([OH:10])[OH:9])=[CH:4][CH:3]=1.C(=O)([O-])[O-].[K+].[K+].Br[CH2:18][CH2:19][O:20][CH3:21], predict the reaction product. The product is: [CH3:21][O:20][CH2:19][CH2:18][S:1][C:2]1[CH:7]=[CH:6][C:5]([B:8]([OH:10])[OH:9])=[CH:4][CH:3]=1. (5) Given the reactants [CH2:1]([CH:5]1[CH2:13][C:12]2[C:7](=[C:8](Cl)[CH:9]=[CH:10][CH:11]=2)[C:6]1=[O:15])[CH2:2][CH2:3][CH3:4].[C:16]1(B(O)O)[CH:21]=[CH:20][CH:19]=[CH:18][CH:17]=1.C(=O)([O-])[O-].[Na+].[Na+].O, predict the reaction product. The product is: [CH2:1]([CH:5]1[CH2:13][C:12]2[C:7](=[C:8]([C:16]3[CH:21]=[CH:20][CH:19]=[CH:18][CH:17]=3)[CH:9]=[CH:10][CH:11]=2)[C:6]1=[O:15])[CH2:2][CH2:3][CH3:4]. (6) Given the reactants [CH3:1][O:2][C:3]1[N:8]=[CH:7][C:6]([C:9]2[C:13]([CH3:14])=[C:12]([NH2:15])[N:11]([C:16]3[CH:21]=[CH:20][CH:19]=[CH:18][CH:17]=3)[N:10]=2)=[CH:5][N:4]=1.C1(C2C=CC([CH2:31][O:32]C)=CC=2CN)CC1.[CH3:36][O:37][CH2:38][C:39]1[CH:40]=[CH:41][C:42]([O:47][C:48]([F:51])([F:50])[F:49])=[C:43]([CH2:45][NH2:46])[CH:44]=1, predict the reaction product. The product is: [CH3:36][O:37][CH2:38][C:39]1[CH:40]=[CH:41][C:42]([O:47][C:48]([F:49])([F:50])[F:51])=[C:43]([CH:44]=1)[CH2:45][NH:46][C:31]([NH:15][C:12]1[N:11]([C:16]2[CH:21]=[CH:20][CH:19]=[CH:18][CH:17]=2)[N:10]=[C:9]([C:6]2[CH:5]=[N:4][C:3]([O:2][CH3:1])=[N:8][CH:7]=2)[C:13]=1[CH3:14])=[O:32]. (7) Given the reactants [OH:1][C:2]1[CH:3]=[CH:4][CH:5]=[C:6]2[C:11]=1[N:10]=[C:9](/[CH:12]=[CH:13]/[C:14]([O:16][CH3:17])=[O:15])[CH:8]=[CH:7]2.OC1C=CC=C2C=1N=C(/C=C\C(OC)=O)C=C2, predict the reaction product. The product is: [OH:1][C:2]1[CH:3]=[CH:4][CH:5]=[C:6]2[C:11]=1[N:10]=[C:9]([CH2:12][CH2:13][C:14]([O:16][CH3:17])=[O:15])[CH:8]=[CH:7]2.